From a dataset of NCI-60 drug combinations with 297,098 pairs across 59 cell lines. Regression. Given two drug SMILES strings and cell line genomic features, predict the synergy score measuring deviation from expected non-interaction effect. (1) Drug 1: CC1C(C(CC(O1)OC2CC(OC(C2O)C)OC3=CC4=CC5=C(C(=O)C(C(C5)C(C(=O)C(C(C)O)O)OC)OC6CC(C(C(O6)C)O)OC7CC(C(C(O7)C)O)OC8CC(C(C(O8)C)O)(C)O)C(=C4C(=C3C)O)O)O)O. Drug 2: CC1CCC2CC(C(=CC=CC=CC(CC(C(=O)C(C(C(=CC(C(=O)CC(OC(=O)C3CCCCN3C(=O)C(=O)C1(O2)O)C(C)CC4CCC(C(C4)OC)O)C)C)O)OC)C)C)C)OC. Cell line: COLO 205. Synergy scores: CSS=35.4, Synergy_ZIP=0.707, Synergy_Bliss=-1.43, Synergy_Loewe=-2.01, Synergy_HSA=-1.71. (2) Drug 1: C1=CN(C(=O)N=C1N)C2C(C(C(O2)CO)O)O.Cl. Drug 2: C1CN(P(=O)(OC1)NCCCl)CCCl. Cell line: HT29. Synergy scores: CSS=35.8, Synergy_ZIP=-1.07, Synergy_Bliss=3.06, Synergy_Loewe=-67.5, Synergy_HSA=-0.660.